From a dataset of Peptide-MHC class II binding affinity with 134,281 pairs from IEDB. Regression. Given a peptide amino acid sequence and an MHC pseudo amino acid sequence, predict their binding affinity value. This is MHC class II binding data. (1) The peptide sequence is DGKGGFLYIKDIFTR. The MHC is DRB1_0101 with pseudo-sequence DRB1_0101. The binding affinity (normalized) is 0.859. (2) The peptide sequence is RLATAIAGAWENGVC. The MHC is DRB1_0405 with pseudo-sequence DRB1_0405. The binding affinity (normalized) is 0.146. (3) The peptide sequence is INEPTAAAILYGLDR. The MHC is HLA-DQA10102-DQB10602 with pseudo-sequence HLA-DQA10102-DQB10602. The binding affinity (normalized) is 0.762. (4) The peptide sequence is ERFAVNPGLLETSEGCR. The MHC is HLA-DQA10102-DQB10502 with pseudo-sequence HLA-DQA10102-DQB10502. The binding affinity (normalized) is 0.101. (5) The peptide sequence is LVKYEGDTMAEVELR. The binding affinity (normalized) is 0.291. The MHC is HLA-DPA10201-DPB11401 with pseudo-sequence HLA-DPA10201-DPB11401. (6) The peptide sequence is ELKESWGAIWRIDTP. The MHC is DRB1_0101 with pseudo-sequence DRB1_0101. The binding affinity (normalized) is 0.325.